Dataset: Full USPTO retrosynthesis dataset with 1.9M reactions from patents (1976-2016). Task: Predict the reactants needed to synthesize the given product. (1) Given the product [CH2:1]([O:3][C:4]([C:6]1[C:11]([Cl:12])=[C:10]([CH3:13])[C:9](=[O:14])[N:8]([CH3:15])[C:7]=1[Br:23])=[O:5])[CH3:2], predict the reactants needed to synthesize it. The reactants are: [CH2:1]([O:3][C:4]([C:6]1[C:11]([Cl:12])=[C:10]([CH3:13])[C:9](=[O:14])[N:8]([CH3:15])[CH:7]=1)=[O:5])[CH3:2].C1C(=O)N([Br:23])C(=O)C1. (2) Given the product [Cl:1][C:2]1[N:3]=[C:4]2[CH:12]=[C:11]([Cl:13])[CH:10]=[N:9][C:5]2=[N:6][C:7]=1[N:18]1[CH2:19][C@@H:14]2[CH2:20][C@H:17]1[CH2:16][N:15]2[C:21]([O:23][C:24]([CH3:27])([CH3:26])[CH3:25])=[O:22], predict the reactants needed to synthesize it. The reactants are: [Cl:1][C:2]1[N:3]=[C:4]2[CH:12]=[C:11]([Cl:13])[CH:10]=[N:9][C:5]2=[N:6][C:7]=1Cl.[C@H:14]12[CH2:20][C@H:17]([NH:18][CH2:19]1)[CH2:16][N:15]2[C:21]([O:23][C:24]([CH3:27])([CH3:26])[CH3:25])=[O:22]. (3) Given the product [NH2:13][C:14]1[C:22]([Br:23])=[CH:21][CH:20]=[CH:19][C:15]=1[C:16]([NH:12][NH:11][C:4]1[C:5]([S:8][CH2:9][CH3:10])=[N:6][CH:7]=[C:2]([Cl:1])[CH:3]=1)=[O:17], predict the reactants needed to synthesize it. The reactants are: [Cl:1][C:2]1[CH:3]=[C:4]([NH:11][NH2:12])[C:5]([S:8][CH2:9][CH3:10])=[N:6][CH:7]=1.[NH2:13][C:14]1[C:22]([Br:23])=[CH:21][CH:20]=[CH:19][C:15]=1[C:16](O)=[O:17].BrC1C(C)=CC(C(NNC2C=C(Cl)C=CC=2SCC)=O)=C([N+]([O-])=O)C=1. (4) The reactants are: [CH3:1][N:2]1[C:6]([C:7]2[CH:12]=[CH:11][CH:10]=[CH:9][CH:8]=2)=[N:5][N:4]=[C:3]1[CH:13]=O.[N:15]1[C:24]2[CH:23]([NH:25][CH2:26][CH2:27][CH2:28][CH2:29][NH:30][C:31](=[O:37])[O:32][C:33]([CH3:36])([CH3:35])[CH3:34])[CH2:22][CH2:21][CH2:20][C:19]=2[CH:18]=[CH:17][CH:16]=1.C(O[BH-](OC(=O)C)OC(=O)C)(=O)C.[Na+].C([O-])(O)=O.[Na+]. Given the product [CH3:1][N:2]1[C:6]([C:7]2[CH:8]=[CH:9][CH:10]=[CH:11][CH:12]=2)=[N:5][N:4]=[C:3]1[CH2:13][N:25]([CH:23]1[C:24]2[N:15]=[CH:16][CH:17]=[CH:18][C:19]=2[CH2:20][CH2:21][CH2:22]1)[CH2:26][CH2:27][CH2:28][CH2:29][NH:30][C:31](=[O:37])[O:32][C:33]([CH3:36])([CH3:35])[CH3:34], predict the reactants needed to synthesize it. (5) The reactants are: [O:1]=[C:2]1[CH2:7][CH2:6][N:5]([C:8]([O:10][C:11]([CH3:14])([CH3:13])[CH3:12])=[O:9])[CH2:4][CH2:3]1.C(N(CC)CC)C.[CH3:22][Si:23](Cl)([CH3:25])[CH3:24]. Given the product [CH3:22][Si:23]([CH3:25])([CH3:24])[O:1][C:2]1[CH2:3][CH2:4][N:5]([C:8]([O:10][C:11]([CH3:14])([CH3:13])[CH3:12])=[O:9])[CH2:6][CH:7]=1, predict the reactants needed to synthesize it.